Dataset: Reaction yield outcomes from USPTO patents with 853,638 reactions. Task: Predict the reaction yield, written as a fraction of the theoretical maximum amount of product (1.0 means a 100% yield; for example, 0.34 means a 34% yield). (1) The reactants are [Cl-].[OH:2][NH3+:3].[C:4](=O)([O-])[OH:5].[Na+].CS(C)=[O:11].[O:13]1[CH:17]=[N:16][N:15]=[C:14]1[CH2:18][O:19][C@H:20]1[CH2:25][CH2:24][C@H:23]([N:26]2[C:31](=[O:32])[C:30]([CH2:33][C:34]3[CH:39]=[CH:38][C:37]([C:40]4[C:41]([C:46]#[N:47])=[CH:42][CH:43]=[CH:44][CH:45]=4)=[CH:36][CH:35]=3)=[C:29]([CH2:48][CH2:49][CH3:50])[N:28]3[N:51]=[CH:52][N:53]=[C:27]23)[CH2:22][CH2:21]1. The product is [O:5]=[C:4]1[O:2][N:3]=[C:46]([C:41]2[CH:42]=[CH:43][CH:44]=[CH:45][C:40]=2[C:37]2[CH:38]=[CH:39][C:34]([CH2:33][C:30]3[C:31](=[O:32])[N:26]([C@H:23]4[CH2:22][CH2:21][C@H:20]([O:19][CH2:18][C:14]5[O:13][C:17](=[O:11])[NH:16][N:15]=5)[CH2:25][CH2:24]4)[C:27]4[N:28]([N:51]=[CH:52][N:53]=4)[C:29]=3[CH2:48][CH2:49][CH3:50])=[CH:35][CH:36]=2)[NH:47]1. The yield is 0.120. The catalyst is O.C(OCC)(=O)C. (2) The reactants are [CH3:1][O:2][C:3](=[O:21])/[C:4](/[CH2:13][C:14]1[CH:19]=[CH:18][C:17]([OH:20])=[CH:16][CH:15]=1)=[C:5](/[CH:10]([CH3:12])[CH3:11])\[C:6]([O:8][CH3:9])=[O:7].[C:22]([O:26][C:27]([NH:29][CH2:30][CH2:31]O)=[O:28])([CH3:25])([CH3:24])[CH3:23].C(P(CCCC)CCCC)CCC.N(C(N1CCCCC1)=O)=NC(N1CCCCC1)=O. The catalyst is C1C=CC=CC=1. The product is [C:22]([O:26][C:27]([NH:29][CH2:30][CH2:31][O:20][C:17]1[CH:16]=[CH:15][C:14]([CH2:13]/[C:4](=[C:5](\[CH:10]([CH3:11])[CH3:12])/[C:6]([O:8][CH3:9])=[O:7])/[C:3]([O:2][CH3:1])=[O:21])=[CH:19][CH:18]=1)=[O:28])([CH3:25])([CH3:24])[CH3:23]. The yield is 0.980.